From a dataset of Reaction yield outcomes from USPTO patents with 853,638 reactions. Predict the reaction yield, written as a fraction of the theoretical maximum amount of product (1.0 means a 100% yield; for example, 0.34 means a 34% yield). (1) The reactants are Br[C:2]1[CH:3]=[C:4]([NH:25][C:26](=[O:34])[C:27]2[CH:32]=[CH:31][CH:30]=[C:29]([Cl:33])[CH:28]=2)[C:5]([N:8]2[CH2:13][CH2:12][CH:11]([CH2:14][C:15]([N:17]3[CH2:23][CH2:22][CH2:21][N:20]([CH3:24])[CH2:19][CH2:18]3)=[O:16])[CH2:10][CH2:9]2)=[N:6][CH:7]=1.[N:35]1[CH:40]=[CH:39][CH:38]=[C:37](B(O)O)[CH:36]=1.C(=O)([O-])[O-].[K+].[K+]. The catalyst is CN(C)C=O.C1C=CC([P]([Pd]([P](C2C=CC=CC=2)(C2C=CC=CC=2)C2C=CC=CC=2)([P](C2C=CC=CC=2)(C2C=CC=CC=2)C2C=CC=CC=2)[P](C2C=CC=CC=2)(C2C=CC=CC=2)C2C=CC=CC=2)(C2C=CC=CC=2)C2C=CC=CC=2)=CC=1. The product is [Cl:33][C:29]1[CH:28]=[C:27]([CH:32]=[CH:31][CH:30]=1)[C:26]([NH:25][C:4]1[C:5]([N:8]2[CH2:13][CH2:12][CH:11]([CH2:14][C:15]([N:17]3[CH2:23][CH2:22][CH2:21][N:20]([CH3:24])[CH2:19][CH2:18]3)=[O:16])[CH2:10][CH2:9]2)=[N:6][CH:7]=[C:2]([C:37]2[CH:36]=[N:35][CH:40]=[CH:39][CH:38]=2)[CH:3]=1)=[O:34]. The yield is 0.140. (2) The reactants are [F:1][C:2]1[CH:3]=[C:4]([N:9]=[C:10]=[O:11])[CH:5]=[CH:6][C:7]=1[F:8].[C:12]([O:16][C:17]([NH:19][C:20]1[C:21]([NH:25][C:26]([C:28]2[CH:33]=[CH:32][C:31]([CH2:34][NH:35][CH2:36][CH2:37][CH2:38][N:39]3[CH2:44][CH2:43][O:42][CH2:41][CH2:40]3)=[CH:30][N:29]=2)=[O:27])=[CH:22][S:23][CH:24]=1)=[O:18])([CH3:15])([CH3:14])[CH3:13]. The catalyst is ClCCl. The product is [C:12]([O:16][C:17]([NH:19][C:20]1[C:21]([NH:25][C:26]([C:28]2[CH:33]=[CH:32][C:31]([CH2:34][N:35]([CH2:36][CH2:37][CH2:38][N:39]3[CH2:40][CH2:41][O:42][CH2:43][CH2:44]3)[C:10]([NH:9][C:4]3[CH:5]=[CH:6][C:7]([F:8])=[C:2]([F:1])[CH:3]=3)=[O:11])=[CH:30][N:29]=2)=[O:27])=[CH:22][S:23][CH:24]=1)=[O:18])([CH3:15])([CH3:13])[CH3:14]. The yield is 0.920. (3) The reactants are Br[C:2]1[CH:7]=[CH:6][C:5]([C:8]2[NH:12][C:11]([C@@H:13]3[CH2:25][N:23]4[C:24]5[CH:16]([C@@H:17]([NH:26][C:27](=[O:30])[O:28][CH3:29])[CH2:18][CH2:19][C:20]=5[CH:21]=[CH:22]4)[C:15](=[O:31])[CH2:14]3)=[N:10][CH:9]=2)=[CH:4][C:3]=1[F:32].[CH3:33][CH:34]([CH3:68])[C@H:35]([NH:63][C:64](=[O:67])[O:65][CH3:66])[C:36](=[O:62])[N:37]1[CH2:41][CH2:40][CH2:39][C@H:38]1[C:42]1[NH:43][CH:44]=[C:45]([C:47]2[CH:52]=[CH:51][C:50](B3OC(C)(C)C(C)(C)O3)=[CH:49][CH:48]=2)[N:46]=1.C([O-])(O)=O.[Na+].O. The catalyst is CC(O)(C)C.C1C=CC(P(C2C=CC=CC=2)[C-]2C=CC=C2)=CC=1.C1C=CC(P(C2C=CC=CC=2)[C-]2C=CC=C2)=CC=1.Cl[Pd]Cl.[Fe+2]. The product is [CH3:29][O:28][C:27](=[O:30])[NH:26][C@@H:17]1[CH:16]2[C:15](=[O:31])[CH2:14][C@H:13]([C:11]3[NH:12][C:8]([C:5]4[CH:6]=[CH:7][C:2]([C:50]5[CH:51]=[CH:52][C:47]([C:45]6[N:46]=[C:42]([C@@H:38]7[CH2:39][CH2:40][CH2:41][N:37]7[C:36](=[O:62])[C@@H:35]([NH:63][C:64]([O:65][CH3:66])=[O:67])[CH:34]([CH3:68])[CH3:33])[NH:43][CH:44]=6)=[CH:48][CH:49]=5)=[C:3]([F:32])[CH:4]=4)=[CH:9][N:10]=3)[CH2:25][N:23]3[C:24]2=[C:20]([CH:21]=[CH:22]3)[CH2:19][CH2:18]1. The yield is 0.250.